Dataset: Reaction yield outcomes from USPTO patents with 853,638 reactions. Task: Predict the reaction yield, written as a fraction of the theoretical maximum amount of product (1.0 means a 100% yield; for example, 0.34 means a 34% yield). (1) The reactants are [Br:1][C:2]1[CH:10]=[C:9]2[C:5]([C:6]([CH:11]([C:17]3[C:18]([CH3:34])=[C:19]([NH:23][C:24](=[O:33])[O:25][CH2:26][C:27]4[CH:32]=[CH:31][CH:30]=[CH:29][CH:28]=4)[CH:20]=[CH:21][CH:22]=3)[CH:12]([N+:14]([O-])=O)[CH3:13])=[CH:7][NH:8]2)=[CH:4][CH:3]=1.[Cl-].[NH4+]. The catalyst is CO.O1CCCC1.C(OCC)(=O)C.[Zn]. The product is [NH2:14][CH:12]([CH3:13])[CH:11]([C:17]1[C:18]([CH3:34])=[C:19]([NH:23][C:24](=[O:33])[O:25][CH2:26][C:27]2[CH:28]=[CH:29][CH:30]=[CH:31][CH:32]=2)[CH:20]=[CH:21][CH:22]=1)[C:6]1[C:5]2[C:9](=[CH:10][C:2]([Br:1])=[CH:3][CH:4]=2)[NH:8][CH:7]=1. The yield is 0.950. (2) The reactants are [C:1]([O:5][C:6](=[O:19])[NH:7][CH2:8][CH2:9][C@H:10]([N:12]1[CH2:17][CH2:16][C:15](=O)[CH2:14][CH2:13]1)[CH3:11])([CH3:4])([CH3:3])[CH3:2].[Cl:20][C:21]1[CH:22]=[C:23]([CH:26]=[CH:27][CH:28]=1)[CH2:24][NH2:25].[BH-](OC(C)=O)(OC(C)=O)OC(C)=O.[Na+]. The catalyst is C(Cl)Cl.C(O)(=O)C. The yield is 0.820. The product is [C:1]([O:5][C:6](=[O:19])[NH:7][CH2:8][CH2:9][C@H:10]([N:12]1[CH2:17][CH2:16][CH:15]([NH:25][CH2:24][C:23]2[CH:26]=[CH:27][CH:28]=[C:21]([Cl:20])[CH:22]=2)[CH2:14][CH2:13]1)[CH3:11])([CH3:4])([CH3:3])[CH3:2]. (3) The yield is 0.310. The product is [N:21]1([CH2:26][CH2:27][NH:28][C:29]([C:31]2[C:35]([CH3:36])=[C:34]([CH:37]=[C:15]3[C:14]4[C:18](=[CH:19][C:11]([C:4]5[CH:5]=[CH:6][C:7]([O:9][CH3:10])=[CH:8][C:3]=5[O:2][CH3:1])=[CH:12][CH:13]=4)[NH:17][C:16]3=[O:20])[NH:33][C:32]=2[CH3:39])=[O:30])[CH2:25][CH2:24][CH2:23][CH2:22]1. The reactants are [CH3:1][O:2][C:3]1[CH:8]=[C:7]([O:9][CH3:10])[CH:6]=[CH:5][C:4]=1[C:11]1[CH:19]=[C:18]2[C:14]([CH2:15][C:16](=[O:20])[NH:17]2)=[CH:13][CH:12]=1.[N:21]1([CH2:26][CH2:27][NH:28][C:29]([C:31]2[C:35]([CH3:36])=[C:34]([CH:37]=O)[NH:33][C:32]=2[CH3:39])=[O:30])[CH2:25][CH2:24][CH2:23][CH2:22]1. No catalyst specified. (4) The yield is 0.890. The product is [F:23][C:22]([F:25])([F:24])[C:20]([OH:26])=[O:21].[NH2:8][C@@H:9]([C@@H:16]([CH3:19])[CH2:17][CH3:18])/[CH:10]=[CH:11]/[C:12]([O:14][CH3:15])=[O:13]. The catalyst is C(Cl)Cl. The reactants are CC(OC([NH:8][C@@H:9]([C@@H:16]([CH3:19])[CH2:17][CH3:18])/[CH:10]=[CH:11]/[C:12]([O:14][CH3:15])=[O:13])=O)(C)C.[C:20]([OH:26])([C:22]([F:25])([F:24])[F:23])=[O:21]. (5) The product is [CH2:1]([C:3]1[CH:8]=[CH:7][CH:6]=[C:5]([CH2:9][CH3:10])[C:4]=1[NH:11][C:12]([C:14]1[C:18]2[CH2:19][CH2:20][CH2:21][C:22]3[C:23](=[N:24][C:25]([NH:28][C:29]4[CH:34]=[CH:33][C:32]([N:35]5[CH2:40][CH2:39][N:38]([CH3:41])[CH2:37][CH2:36]5)=[CH:31][C:30]=4[O:42][CH3:43])=[N:26][CH:27]=3)[C:17]=2[NH:16][N:15]=1)=[O:13])[CH3:2]. The yield is 0.840. The catalyst is C(O)(C(F)(F)F)=O. The reactants are [CH2:1]([C:3]1[CH:8]=[CH:7][CH:6]=[C:5]([CH2:9][CH3:10])[C:4]=1[NH:11][C:12]([C:14]1[C:18]2[CH2:19][CH2:20][CH2:21][C:22]3[C:23](=[N:24][C:25]([NH:28][C:29]4[CH:34]=[CH:33][C:32]([N:35]5[CH2:40][CH2:39][N:38]([CH3:41])[CH2:37][CH2:36]5)=[CH:31][C:30]=4[O:42][CH3:43])=[N:26][CH:27]=3)[C:17]=2[N:16](CC2C=CC(OC)=CC=2)[N:15]=1)=[O:13])[CH3:2].C(Cl)Cl.CO. (6) The reactants are [N:1]([O-])=O.[Na+].Cl.[Br:6][C:7]1[CH:15]=[C:14]2[C:10]([CH:11]=[CH:12][NH:13]2)=[CH:9][CH:8]=1.[OH2:16]. The product is [Br:6][C:7]1[CH:15]=[C:14]2[C:10]([C:11]([CH:12]=[O:16])=[N:1][NH:13]2)=[CH:9][CH:8]=1. The yield is 0.500. The catalyst is CC(C)=O. (7) The reactants are [Cl:1][C:2]1[CH:3]=[C:4]2[C:8](=[CH:9][CH:10]=1)[N:7]([S:11]([C:14]1[CH:15]=[C:16]([CH:20]=[CH:21][CH:22]=1)[C:17](O)=[O:18])(=[O:13])=[O:12])[CH2:6][CH2:5]2.C(Cl)(=O)C(Cl)=O.[NH2:29][C:30]1[CH:39]=[CH:38][C:37]([Br:40])=[CH:36][C:31]=1[C:32]([O:34][CH3:35])=[O:33].NC1C=CC=CC=1. The catalyst is C(Cl)Cl.N1C=CC=CC=1.CN(C=O)C. The product is [Br:40][C:37]1[CH:38]=[CH:39][C:30]([NH:29][C:17](=[O:18])[C:16]2[CH:20]=[CH:21][CH:22]=[C:14]([S:11]([N:7]3[C:8]4[C:4](=[CH:3][C:2]([Cl:1])=[CH:10][CH:9]=4)[CH2:5][CH2:6]3)(=[O:13])=[O:12])[CH:15]=2)=[C:31]([CH:36]=1)[C:32]([O:34][CH3:35])=[O:33]. The yield is 0.780.